From a dataset of Forward reaction prediction with 1.9M reactions from USPTO patents (1976-2016). Predict the product of the given reaction. (1) The product is: [CH2:16]([O:18][C:19]1[CH:24]=[CH:23][CH:22]=[CH:21][C:20]=1[O:15][CH2:14][C@H:10]1[O:11][CH2:12][CH2:13][NH:8][CH2:9]1)[CH3:17]. Given the reactants C(OC([N:8]1[CH2:13][CH2:12][O:11][C@H:10]([CH2:14][OH:15])[CH2:9]1)=O)(C)(C)C.[CH2:16]([O:18][C:19]1[CH:24]=[CH:23][CH:22]=[CH:21][C:20]=1O)[CH3:17], predict the reaction product. (2) Given the reactants [CH3:1][O:2][C:3]1[CH:4]=[C:5]([CH2:9][C:10]#[N:11])[CH:6]=[CH:7][CH:8]=1.[C:12]1([CH2:18][C:19](OCC)=[O:20])[CH:17]=[CH:16][CH:15]=[CH:14][CH:13]=1.[O-]CC.[Na+], predict the reaction product. The product is: [CH3:1][O:2][C:3]1[CH:4]=[C:5]([CH:9]([C:19](=[O:20])[CH2:18][C:12]2[CH:17]=[CH:16][CH:15]=[CH:14][CH:13]=2)[C:10]#[N:11])[CH:6]=[CH:7][CH:8]=1. (3) Given the reactants [ClH:1].[NH2:2][CH2:3][C:4]1[CH:9]=[CH:8][C:7](B(O)O)=[CH:6][CH:5]=1.Br[C:14]1[N:15]=[CH:16][N:17]([CH3:19])[CH:18]=1.C(=O)([O-])[O-].[Na+].[Na+].Cl, predict the reaction product. The product is: [ClH:1].[ClH:1].[CH3:19][N:17]1[CH:18]=[C:14]([C:7]2[CH:8]=[CH:9][C:4]([CH2:3][NH2:2])=[CH:5][CH:6]=2)[N:15]=[CH:16]1. (4) Given the reactants [NH:1]1[CH2:6][CH2:5][CH:4]([OH:7])[CH2:3][CH2:2]1.C(N(CC)CC)C.[C:15](Cl)(=[O:20])[C:16]([CH3:19])([CH3:18])[CH3:17].[NH4+], predict the reaction product. The product is: [OH:7][CH:4]1[CH2:5][CH2:6][N:1]([C:15](=[O:20])[C:16]([CH3:19])([CH3:18])[CH3:17])[CH2:2][CH2:3]1. (5) Given the reactants [F:1][C:2]1[CH:7]=[CH:6][C:5]([C:8]2[CH:13]=[CH:12][C:11]([C:14](=O)[CH2:15][CH2:16][C:17]([OH:19])=[O:18])=[CH:10][CH:9]=2)=[CH:4][CH:3]=1.Cl.[NH2:22][OH:23].C(=O)([O-])[O-].[Na+].[Na+].Cl, predict the reaction product. The product is: [F:1][C:2]1[CH:7]=[CH:6][C:5]([C:8]2[CH:13]=[CH:12][C:11]([C:14](=[N:22][OH:23])[CH2:15][CH2:16][C:17]([OH:19])=[O:18])=[CH:10][CH:9]=2)=[CH:4][CH:3]=1. (6) The product is: [Si:1]([O:18][CH2:19][C:20]1[CH:21]=[C:22]2[C:26](=[CH:27][C:28]=1[S:29]([CH3:32])(=[O:30])=[O:31])[N:25]([CH2:47][CH2:46][NH:45][C:38](=[O:39])[O:40][C:41]([CH3:44])([CH3:43])[CH3:42])[C:24]([C:33](=[O:37])[CH:34]([CH3:35])[CH3:36])=[CH:23]2)([C:14]([CH3:17])([CH3:16])[CH3:15])([C:8]1[CH:13]=[CH:12][CH:11]=[CH:10][CH:9]=1)[C:2]1[CH:7]=[CH:6][CH:5]=[CH:4][CH:3]=1. Given the reactants [Si:1]([O:18][CH2:19][C:20]1[CH:21]=[C:22]2[C:26](=[CH:27][C:28]=1[S:29]([CH3:32])(=[O:31])=[O:30])[NH:25][C:24]([C:33](=[O:37])[CH:34]([CH3:36])[CH3:35])=[CH:23]2)([C:14]([CH3:17])([CH3:16])[CH3:15])([C:8]1[CH:13]=[CH:12][CH:11]=[CH:10][CH:9]=1)[C:2]1[CH:7]=[CH:6][CH:5]=[CH:4][CH:3]=1.[C:38]([NH:45][CH2:46][CH2:47]Br)([O:40][C:41]([CH3:44])([CH3:43])[CH3:42])=[O:39].[OH-].[Na+], predict the reaction product. (7) Given the reactants [BH4-].[Na+].[Br:3][C:4]1[C:11]([O:12][CH2:13][C:14]2[CH:19]=[CH:18][C:17]([O:20][CH3:21])=[CH:16][CH:15]=2)=[CH:10][CH:9]=[CH:8][C:5]=1[CH:6]=[O:7].[CH3:22]CO, predict the reaction product. The product is: [Br:3][C:4]1[C:11]([O:12][CH2:13][C:14]2[CH:15]=[CH:16][C:17]([O:20][CH2:21][CH3:22])=[CH:18][CH:19]=2)=[CH:10][CH:9]=[CH:8][C:5]=1[CH2:6][OH:7].